Dataset: Forward reaction prediction with 1.9M reactions from USPTO patents (1976-2016). Task: Predict the product of the given reaction. (1) The product is: [OH:1][C:2]1[C:3]([C:8]([O:10][CH3:11])=[O:9])=[N:4][CH:5]=[CH:6][CH:7]=1. Given the reactants [OH:1][C:2]1[C:3]([C:8]([OH:10])=[O:9])=[N:4][CH:5]=[CH:6][CH:7]=1.[C:11](Cl)(=O)C(Cl)=O.CO, predict the reaction product. (2) The product is: [NH2:1][C:2]1[C:3]2[C:10]([C:11]3[CH:16]=[CH:15][CH:14]=[C:13]([O:17][CH2:18][CH:19]4[CH2:24][CH2:23][CH2:22][CH2:21][O:20]4)[CH:12]=3)=[CH:9][N:8]([CH:25]3[CH2:28][CH:27]([CH2:29][N:36]4[CH2:37][CH2:38][O:39][CH2:40][C@H:35]4[C:33]([NH:32][CH3:31])=[O:34])[CH2:26]3)[C:4]=2[N:5]=[CH:6][N:7]=1. Given the reactants [NH2:1][C:2]1[C:3]2[C:10]([C:11]3[CH:16]=[CH:15][CH:14]=[C:13]([O:17][CH2:18][CH:19]4[CH2:24][CH2:23][CH2:22][CH2:21][O:20]4)[CH:12]=3)=[CH:9][N:8]([C@@H:25]3[CH2:28][C@H:27]([CH:29]=O)[CH2:26]3)[C:4]=2[N:5]=[CH:6][N:7]=1.[CH3:31][NH:32][C:33]([C@@H:35]1[CH2:40][O:39][CH2:38][CH2:37][NH:36]1)=[O:34], predict the reaction product. (3) Given the reactants [Cl:1][C:2]1[N:6]2[CH:7]=[C:8]([C:15]3[O:16][CH:17]=[CH:18][CH:19]=3)[CH:9]=[C:10]([C:11]([F:14])([F:13])[F:12])[C:5]2=[N:4][C:3]=1C(O)=O.C([N:25]([CH2:28]C)CC)C.C1(P(N=[N+]=[N-])(C2C=CC=CC=2)=[O:37])C=CC=CC=1.[C:47]([OH:51])([CH3:50])([CH3:49])[CH3:48], predict the reaction product. The product is: [C:47]([O:51][C:28](=[O:37])[NH:25][C:3]1[N:4]=[C:5]2[C:10]([C:11]([F:14])([F:12])[F:13])=[CH:9][C:8]([C:15]3[O:16][CH:17]=[CH:18][CH:19]=3)=[CH:7][N:6]2[C:2]=1[Cl:1])([CH3:50])([CH3:49])[CH3:48]. (4) Given the reactants [OH:1][C:2]([CH3:35])([CH3:34])[CH2:3][C@@:4]1([C:28]2[CH:33]=[CH:32][CH:31]=[CH:30][CH:29]=2)[O:9][C:8](=[O:10])[N:7]([C@H:11]([C:13]2[CH:18]=[CH:17][C:16](B3OC(C)(C)C(C)(C)O3)=[CH:15][CH:14]=2)[CH3:12])[CH2:6][CH2:5]1.Br[C:37]1[CH:42]=[CH:41][N:40]([CH2:43][CH:44]([CH3:48])[CH2:45][O:46][CH3:47])[C:39](=[O:49])[CH:38]=1, predict the reaction product. The product is: [OH:1][C:2]([CH3:34])([CH3:35])[CH2:3][C@@:4]1([C:28]2[CH:33]=[CH:32][CH:31]=[CH:30][CH:29]=2)[O:9][C:8](=[O:10])[N:7]([C@H:11]([C:13]2[CH:14]=[CH:15][C:16]([C:37]3[CH:42]=[CH:41][N:40]([CH2:43][CH:44]([CH3:48])[CH2:45][O:46][CH3:47])[C:39](=[O:49])[CH:38]=3)=[CH:17][CH:18]=2)[CH3:12])[CH2:6][CH2:5]1. (5) Given the reactants [CH3:1][C:2]1[O:6][N:5]=[C:4]([C:7]2[CH:12]=[CH:11][CH:10]=[CH:9][CH:8]=2)[C:3]=1[C:13]([NH:15][NH2:16])=[O:14].[Br:17][C:18]1[CH:19]=[CH:20][C:21]([C:24](O)=O)=[N:22][CH:23]=1, predict the reaction product. The product is: [Br:17][C:18]1[CH:19]=[CH:20][C:21]([C:24]2[O:14][C:13]([C:3]3[C:4]([C:7]4[CH:12]=[CH:11][CH:10]=[CH:9][CH:8]=4)=[N:5][O:6][C:2]=3[CH3:1])=[N:15][N:16]=2)=[N:22][CH:23]=1.